This data is from Reaction yield outcomes from USPTO patents with 853,638 reactions. The task is: Predict the reaction yield, written as a fraction of the theoretical maximum amount of product (1.0 means a 100% yield; for example, 0.34 means a 34% yield). (1) The reactants are [C:1]1([S:7]([N:10]2[C:14]3=[N:15][CH:16]=[C:17]([C:19]4[CH:20]=[CH:21][C:22]5[O:26][CH2:25][CH2:24][C:23]=5[CH:27]=4)[CH:18]=[C:13]3[C:12]([C:28]3[CH:29]=[N:30][N:31](C(C4C=CC=CC=4)(C4C=CC=CC=4)C4C=CC=CC=4)[CH:32]=3)=[CH:11]2)(=[O:9])=[O:8])[CH:6]=[CH:5][CH:4]=[CH:3][CH:2]=1.C([SiH](C(C)C)C(C)C)(C)C.C(O)(C(F)(F)F)=O. The catalyst is C(Cl)Cl. The product is [C:1]1([S:7]([N:10]2[C:14]3=[N:15][CH:16]=[C:17]([C:19]4[CH:20]=[CH:21][C:22]5[O:26][CH2:25][CH2:24][C:23]=5[CH:27]=4)[CH:18]=[C:13]3[C:12]([C:28]3[CH:29]=[N:30][NH:31][CH:32]=3)=[CH:11]2)(=[O:8])=[O:9])[CH:2]=[CH:3][CH:4]=[CH:5][CH:6]=1. The yield is 0.380. (2) The reactants are [Br:1][C:2]1[C:7]([F:8])=[C:6]([C:9]2[CH:10]=[N:11][C:12]([C:15]([F:18])([F:17])[F:16])=[N:13][CH:14]=2)[CH:5]=[C:4]([CH2:19]Br)[N:3]=1.[NH3:21]. The catalyst is O1CCOCC1. The product is [Br:1][C:2]1[N:3]=[C:4]([CH2:19][NH2:21])[CH:5]=[C:6]([C:9]2[CH:10]=[N:11][C:12]([C:15]([F:18])([F:17])[F:16])=[N:13][CH:14]=2)[C:7]=1[F:8]. The yield is 0.660. (3) The reactants are [CH3:1][C:2]1[O:10][C:9]2[CH2:8][CH2:7][N:6]=[C:5]([CH3:11])[C:4]=2[CH:3]=1.C(O[BH-](OC(=O)C)OC(=O)C)(=O)C.[Na+]. No catalyst specified. The product is [CH3:1][C:2]1[O:10][C:9]2[CH2:8][CH2:7][NH:6][CH:5]([CH3:11])[C:4]=2[CH:3]=1. The yield is 0.450.